This data is from Full USPTO retrosynthesis dataset with 1.9M reactions from patents (1976-2016). The task is: Predict the reactants needed to synthesize the given product. (1) Given the product [CH2:11]([N:8]1[CH2:9][CH2:10][CH:6]([C:23]#[N:25])[CH2:7]1)[C:12]1[CH:17]=[CH:16][CH:15]=[CH:14][CH:13]=1, predict the reactants needed to synthesize it. The reactants are: CS(O[CH:6]1[CH2:10][CH2:9][N:8]([CH2:11][C:12]2[CH:17]=[CH:16][CH:15]=[CH:14][CH:13]=2)[CH2:7]1)(=O)=O.C(=O)(O)[O-].[Na+].[C:23](#[N:25])C. (2) Given the product [Br:1][C:2]1[C:3]([Cl:16])=[C:4]([NH2:13])[C:5]([NH:6][CH2:7][CH:8]2[CH2:9][CH2:10]2)=[CH:11][CH:12]=1, predict the reactants needed to synthesize it. The reactants are: [Br:1][C:2]1[CH:12]=[CH:11][C:5]([NH:6][CH2:7][CH:8]2[CH2:10][CH2:9]2)=[C:4]([N+:13]([O-])=O)[C:3]=1[Cl:16].O.O.[Sn](Cl)Cl. (3) Given the product [Cl:16][C:17]1[CH:24]=[CH:23][CH:22]=[C:21]([F:25])[C:18]=1[CH2:19][N:8]1[C:9]2[C:4](=[CH:3][C:2]([F:1])=[C:11]([F:12])[CH:10]=2)[C:5](=[O:15])[C:6]([C:13]#[N:14])=[CH:7]1, predict the reactants needed to synthesize it. The reactants are: [F:1][C:2]1[CH:3]=[C:4]2[C:9](=[CH:10][C:11]=1[F:12])[NH:8][CH:7]=[C:6]([C:13]#[N:14])[C:5]2=[O:15].[Cl:16][C:17]1[CH:24]=[CH:23][CH:22]=[C:21]([F:25])[C:18]=1[CH2:19]Cl. (4) Given the product [C:1]([O:5][C:6](=[O:33])[NH:7][CH:8]1[CH2:13][CH2:12][CH:11]([NH:14][C:15](=[O:32])[C:16]2[CH:17]=[C:18]([O:23][C:24]3[CH:29]=[CH:28][C:27]([C:30]#[N:31])=[CH:26][CH:25]=3)[CH:19]=[C:20]([O:22][CH2:35][CH2:36][CH2:37][CH2:38][CH2:39][C:40]#[N:41])[CH:21]=2)[CH2:10][CH2:9]1)([CH3:4])([CH3:2])[CH3:3], predict the reactants needed to synthesize it. The reactants are: [C:1]([O:5][C:6](=[O:33])[NH:7][CH:8]1[CH2:13][CH2:12][CH:11]([NH:14][C:15](=[O:32])[C:16]2[CH:21]=[C:20]([OH:22])[CH:19]=[C:18]([O:23][C:24]3[CH:29]=[CH:28][C:27]([C:30]#[N:31])=[CH:26][CH:25]=3)[CH:17]=2)[CH2:10][CH2:9]1)([CH3:4])([CH3:3])[CH3:2].Br[CH2:35][CH2:36][CH2:37][CH2:38][CH2:39][C:40]#[N:41]. (5) Given the product [C:16]([N:9]1[C:5]2[NH:6][C:7](=[O:8])[C:2]([C:23]3[CH:22]=[C:21]([Cl:20])[CH:26]=[C:25]([Cl:27])[CH:24]=3)=[CH:3][C:4]=2[C:11]([CH:12]2[CH2:15][CH2:14][CH2:13]2)=[N:10]1)([CH3:19])([CH3:18])[CH3:17], predict the reactants needed to synthesize it. The reactants are: Br[C:2]1[C:7](=[O:8])[NH:6][C:5]2[N:9]([C:16]([CH3:19])([CH3:18])[CH3:17])[N:10]=[C:11]([CH:12]3[CH2:15][CH2:14][CH2:13]3)[C:4]=2[CH:3]=1.[Cl:20][C:21]1[CH:22]=[C:23](B(O)O)[CH:24]=[C:25]([Cl:27])[CH:26]=1.[F-].[Cs+]. (6) Given the product [F:36][C:33]([F:34])([F:35])[C:32]([N:2]([CH3:1])[C:3]1[CH:8]=[C:7]([C:9]2[CH:14]=[CH:13][CH:12]=[CH:11][C:10]=2[CH3:15])[C:6]([NH:16][CH3:17])=[CH:5][N:4]=1)=[O:37], predict the reactants needed to synthesize it. The reactants are: [CH3:1][NH:2][C:3]1[CH:8]=[C:7]([C:9]2[CH:14]=[CH:13][CH:12]=[CH:11][C:10]=2[CH3:15])[C:6]([NH:16][CH3:17])=[CH:5][N:4]=1.CCN(C(C)C)C(C)C.[F:34][C:33]([F:36])([F:35])[C:32](O[C:32](=[O:37])[C:33]([F:36])([F:35])[F:34])=[O:37].CCOC(C)=O. (7) Given the product [NH2:18][C:19]1[CH:24]=[C:23]([C:2]2[S:6][C:5]([C:7]3[CH:8]=[C:9]4[C:13](=[CH:14][CH:15]=3)[C:12](=[O:16])[N:11]([CH3:17])[CH2:10]4)=[CH:4][CH:3]=2)[CH:22]=[CH:21][CH:20]=1, predict the reactants needed to synthesize it. The reactants are: I[C:2]1[S:6][C:5]([C:7]2[CH:8]=[C:9]3[C:13](=[CH:14][CH:15]=2)[C:12](=[O:16])[N:11]([CH3:17])[CH2:10]3)=[CH:4][CH:3]=1.[NH2:18][C:19]1[CH:20]=[C:21](B(O)O)[CH:22]=[CH:23][CH:24]=1. (8) The reactants are: C[N:2]([CH:4]=[O:5])C.[CH:6]([O:9][C:10]([C:12]1[CH:13]=[CH:14][C:15]2[C:16]3[N:24]=[C:23]([C:25]4[CH:30]=[CH:29][CH:28]=[CH:27][CH:26]=4)[CH:22]=[C:21](C(O)=O)[C:17]=3[NH:18][C:19]=2[CH:20]=1)=[O:11])([CH3:8])[CH3:7].C(Cl)CCl.O.ON1C2C=CC=CC=2N=N1. Given the product [C:4]([C:21]1[C:17]2[NH:18][C:19]3[CH:20]=[C:12]([C:10]([O:9][CH:6]([CH3:8])[CH3:7])=[O:11])[CH:13]=[CH:14][C:15]=3[C:16]=2[N:24]=[C:23]([C:25]2[CH:30]=[CH:29][CH:28]=[CH:27][CH:26]=2)[CH:22]=1)(=[O:5])[NH2:2], predict the reactants needed to synthesize it. (9) Given the product [CH3:3][O:4][CH2:5][C:6]([CH3:11])([CH3:10])[C:7](=[O:8])[CH2:14][C:13]#[N:15], predict the reactants needed to synthesize it. The reactants are: [H-].[Na+].[CH3:3][O:4][C:5](=O)[C:6]([CH3:11])([CH3:10])[CH2:7][O:8]C.[C:13](#[N:15])[CH3:14].Cl.